From a dataset of Full USPTO retrosynthesis dataset with 1.9M reactions from patents (1976-2016). Predict the reactants needed to synthesize the given product. (1) Given the product [Cl:75][C:68]1[CH:67]=[C:66]([C:63]2[CH:64]=[CH:65][N:61]([CH2:60][C@@H:59]([NH:58][C:11]([C:9]3[N:10]=[C:6]4[CH:5]=[CH:4][NH:3][C:2](=[O:1])[N:7]4[CH:8]=3)=[O:13])[CH3:76])[N:62]=2)[CH:73]=[C:72]([F:74])[C:69]=1[C:70]#[N:71], predict the reactants needed to synthesize it. The reactants are: [O:1]=[C:2]1[N:7]2[CH:8]=[C:9]([C:11]([OH:13])=O)[N:10]=[C:6]2[CH:5]=[CH:4][NH:3]1.CN(C(ON1N=NC2C=CC=CC1=2)=[N+](C)C)C.F[P-](F)(F)(F)(F)F.CCN(C(C)C)C(C)C.CCN=C=NCCCN(C)C.[NH2:58][C@@H:59]([CH3:76])[CH2:60][N:61]1[CH:65]=[CH:64][C:63]([C:66]2[CH:73]=[C:72]([F:74])[C:69]([C:70]#[N:71])=[C:68]([Cl:75])[CH:67]=2)=[N:62]1. (2) Given the product [ClH:2].[Cl:2][C:3]1[C:12]2[C:11](=[O:13])[NH:10][C@H:9]3[CH2:14][N:15]([CH:20]([CH3:22])[CH3:19])[CH2:16][C@@H:8]3[C:7]=2[CH:6]=[C:5]([CH2:17][CH3:18])[CH:4]=1, predict the reactants needed to synthesize it. The reactants are: Cl.[Cl:2][C:3]1[C:12]2[C:11](=[O:13])[NH:10][C@H:9]3[CH2:14][NH:15][CH2:16][C@@H:8]3[C:7]=2[CH:6]=[C:5]([CH2:17][CH3:18])[CH:4]=1.[CH3:19][C:20]([CH3:22])=O.[BH4-].[Na+].Cl. (3) Given the product [Cl:18][C:13]1[CH:12]=[C:11]([CH:4]([CH2:5][CH:6]2[CH2:10][CH2:9][CH2:8][O:7]2)[C:3]([NH:24][C:22]([NH:21][CH3:20])=[O:23])=[O:19])[CH:16]=[CH:15][C:14]=1[Cl:17], predict the reactants needed to synthesize it. The reactants are: CO[C:3](=[O:19])[CH:4]([C:11]1[CH:16]=[CH:15][C:14]([Cl:17])=[C:13]([Cl:18])[CH:12]=1)[CH2:5][CH:6]1[CH2:10][CH2:9][CH2:8][O:7]1.[CH3:20][NH:21][C:22]([NH2:24])=[O:23].C[O-].[Mg+2].C[O-].CO. (4) Given the product [CH2:1]([N:8]1[CH2:13][CH2:12][C:11]([F:27])([C:15]2[CH:20]=[CH:19][CH:18]=[CH:17][CH:16]=2)[CH2:10][CH2:9]1)[C:2]1[CH:7]=[CH:6][CH:5]=[CH:4][CH:3]=1, predict the reactants needed to synthesize it. The reactants are: [CH2:1]([N:8]1[CH2:13][CH2:12][C:11]([C:15]2[CH:20]=[CH:19][CH:18]=[CH:17][CH:16]=2)(O)[CH2:10][CH2:9]1)[C:2]1[CH:7]=[CH:6][CH:5]=[CH:4][CH:3]=1.C(N(S(F)(F)[F:27])CC)C. (5) Given the product [CH2:19]([C:11]([C:10]1[C:4]2[NH:3][C:2](=[O:1])[NH:6][C:5]=2[CH:7]=[CH:8][CH:9]=1)([OH:13])[CH2:15][CH3:16])[CH3:20], predict the reactants needed to synthesize it. The reactants are: [O:1]=[C:2]1[NH:6][C:5]2[CH:7]=[CH:8][CH:9]=[C:10]([C:11]([O:13]C)=O)[C:4]=2[NH:3]1.[CH2:15]([Mg]Br)[CH3:16].[CH2:19](OCC)[CH3:20].Cl. (6) Given the product [C:40]([O:18][CH2:17][CH2:16][CH2:15][CH2:14][CH2:13][CH2:12][CH2:11][CH2:10][O:9][C:8]1[CH:19]=[CH:20][C:5]([CH:4]=[C:3]([C:1]#[N:2])[C:23]2[CH:28]=[CH:27][C:26]([O:29][CH3:30])=[C:25]([O:31][CH3:32])[CH:24]=2)=[CH:6][C:7]=1[O:21][CH3:22])(=[O:44])[C:41]([CH3:43])=[CH2:42], predict the reactants needed to synthesize it. The reactants are: [C:1]([C:3]([C:23]1[CH:28]=[CH:27][C:26]([O:29][CH3:30])=[C:25]([O:31][CH3:32])[CH:24]=1)=[CH:4][C:5]1[CH:20]=[CH:19][C:8]([O:9][CH2:10][CH2:11][CH2:12][CH2:13][CH2:14][CH2:15][CH2:16][CH2:17][OH:18])=[C:7]([O:21][CH3:22])[CH:6]=1)#[N:2].C(N(CC)CC)C.[C:40](O[C:40](=[O:44])[C:41]([CH3:43])=[CH2:42])(=[O:44])[C:41]([CH3:43])=[CH2:42].O. (7) Given the product [ClH:36].[OH:5][CH2:6][C@H:7]([CH3:35])[O:8][C:9]1[CH:10]=[C:11]([CH:21]=[C:22]([O:24][C:25]2[CH:30]=[CH:29][C:28]([S:31]([CH3:34])(=[O:32])=[O:33])=[CH:27][CH:26]=2)[CH:23]=1)[C:12]([NH:14][C:15]1[CH:19]=[CH:18][N:17]([CH3:20])[N:16]=1)=[O:13], predict the reactants needed to synthesize it. The reactants are: C([O:5][CH2:6][C@H:7]([CH3:35])[O:8][C:9]1[CH:10]=[C:11]([CH:21]=[C:22]([O:24][C:25]2[CH:30]=[CH:29][C:28]([S:31]([CH3:34])(=[O:33])=[O:32])=[CH:27][CH:26]=2)[CH:23]=1)[C:12]([NH:14][C:15]1[CH:19]=[CH:18][N:17]([CH3:20])[N:16]=1)=[O:13])(C)(C)C.[ClH:36]. (8) Given the product [Cl:24][CH2:25][C:26]1[CH:31]=[CH:30][CH:29]=[CH:28][C:27]=1[C:36]1[CH:41]=[CH:40][CH:39]=[C:38]([O:42][CH2:43][CH2:44][CH:45]([CH3:52])[CH2:46][CH2:47][CH2:48][CH:49]([CH3:51])[CH3:50])[CH:37]=1, predict the reactants needed to synthesize it. The reactants are: ClCC1C=C(OC)C(CCl)=CC=1OCCC(C)CCCC(C)C.[Cl:24][CH2:25][C:26]1[CH:31]=[C:30](OC)[C:29](CCl)=[CH:28][C:27]=1[C:36]1[CH:41]=[CH:40][CH:39]=[C:38]([O:42][CH2:43][CH2:44][CH:45]([CH3:52])[CH2:46][CH2:47][CH2:48][CH:49]([CH3:51])[CH3:50])[CH:37]=1. (9) Given the product [Cl:17][C:16]1[CH:15]=[C:14]2[C:9]([CH2:10][CH2:11][N:12]([C:19]3[CH:20]=[N:21][CH:22]=[CH:23][C:24]=3[CH:25]3[CH2:27][CH2:26]3)[C:13]2=[O:18])=[CH:8][C:7]=1[C:30]#[N:31], predict the reactants needed to synthesize it. The reactants are: FC(F)(F)S(O[C:7]1[CH:8]=[C:9]2[C:14](=[CH:15][C:16]=1[Cl:17])[C:13](=[O:18])[N:12]([C:19]1[CH:20]=[N:21][CH:22]=[CH:23][C:24]=1[CH:25]1[CH2:27][CH2:26]1)[CH2:11][CH2:10]2)(=O)=O.[CH3:30][N:31](C=O)C. (10) Given the product [CH3:1][C:2]1[CH:9]=[CH:8][C:5]([CH:6]=[N:14][OH:15])=[CH:4][C:3]=1[N+:10]([O-:12])=[O:11], predict the reactants needed to synthesize it. The reactants are: [CH3:1][C:2]1[CH:9]=[CH:8][C:5]([CH:6]=O)=[CH:4][C:3]=1[N+:10]([O-:12])=[O:11].Cl.[NH2:14][OH:15].C([O-])(=O)C.[Na+].